Task: Regression. Given a peptide amino acid sequence and an MHC pseudo amino acid sequence, predict their binding affinity value. This is MHC class I binding data.. Dataset: Peptide-MHC class I binding affinity with 185,985 pairs from IEDB/IMGT (1) The peptide sequence is ADELEKIRLR. The MHC is Mamu-B8301 with pseudo-sequence Mamu-B8301. The binding affinity (normalized) is 0.439. (2) The peptide sequence is QIFNEDTSY. The MHC is HLA-A68:01 with pseudo-sequence HLA-A68:01. The binding affinity (normalized) is 0.191.